Predict the reaction yield, written as a fraction of the theoretical maximum amount of product (1.0 means a 100% yield; for example, 0.34 means a 34% yield). From a dataset of Reaction yield outcomes from USPTO patents with 853,638 reactions. (1) The product is [CH3:12][N:3]1[C:4]([CH3:10])([CH3:9])[CH2:5][CH:6]([OH:8])[CH2:7][C:2]1([CH3:11])[CH3:1]. The yield is 0.910. The reactants are [CH3:1][C:2]1([CH3:11])[CH2:7][CH:6]([OH:8])[CH2:5][C:4]([CH3:10])([CH3:9])[NH:3]1.[CH2:12]=O.[OH-].[K+]. The catalyst is C(O)=O. (2) The reactants are [C:1]([O:10]C)(=O)[C:2]1[C:3](=[CH:5][CH:6]=[CH:7][CH:8]=1)[SH:4].[C:12]([C:14]1[CH:19]=[C:18]([C:20]#[N:21])[CH:17]=[CH:16][N:15]=1)#[N:13].C(N(CC)CC)C. The catalyst is C1(C)C=CC=CC=1. The product is [C:20]([C:18]1[CH:17]=[CH:16][N:15]=[C:14]([C:12]2[S:4][C:3]3[CH:5]=[CH:6][CH:7]=[CH:8][C:2]=3[C:1](=[O:10])[N:13]=2)[CH:19]=1)#[N:21]. The yield is 0.530. (3) The reactants are [F:1][C:2]1[C:3]([NH:12][C:13]2[CH:18]=[CH:17][C:16]([S:19][CH3:20])=[CH:15][C:14]=2[F:21])=[C:4]([CH:8]=[CH:9][C:10]=1[F:11])[C:5]([OH:7])=O.C1N=CN(C(N2C=NC=C2)=O)C=1.[NH2:34][O:35][CH2:36][CH2:37][OH:38]. No catalyst specified. The product is [F:1][C:2]1[C:3]([NH:12][C:13]2[CH:18]=[CH:17][C:16]([S:19][CH3:20])=[CH:15][C:14]=2[F:21])=[C:4]([CH:8]=[CH:9][C:10]=1[F:11])[C:5]([NH:34][O:35][CH2:36][CH2:37][OH:38])=[O:7]. The yield is 0.800. (4) The yield is 0.130. The product is [CH2:13]([O:20][C:21]1[CH:26]=[CH:25][C:24]([F:27])=[C:23]2[C:22]=1[NH:28][CH2:9][C:8]2([CH2:11][CH3:12])[CH2:6][CH3:7])[C:14]1[CH:19]=[CH:18][CH:17]=[CH:16][CH:15]=1. The catalyst is C(O)C. The reactants are S(=O)(=O)(O)O.[CH2:6]([CH:8]([CH2:11][CH3:12])[CH:9]=O)[CH3:7].[CH2:13]([O:20][C:21]1[CH:26]=[CH:25][C:24]([F:27])=[CH:23][C:22]=1[NH:28]N)[C:14]1[CH:19]=[CH:18][CH:17]=[CH:16][CH:15]=1.[BH4-].[Na+]. (5) The reactants are [NH2:1][C:2]1[C:7]([C:8]#[N:9])=[CH:6][N:5]=[C:4]([CH3:10])[N:3]=1.N.[H][H]. The catalyst is [Ni].CO. The product is [NH2:9][CH2:8][C:7]1[C:2]([NH2:1])=[N:3][C:4]([CH3:10])=[N:5][CH:6]=1. The yield is 0.900. (6) The yield is 0.570. The product is [CH2:8]([O:11][CH2:12][C@H:13]([NH:18][CH2:19][C@@H:20]([OH:42])[C@@H:21]([NH2:31])[CH2:22][C:23]1[CH:24]=[C:25]([F:30])[CH:26]=[C:27]([F:29])[CH:28]=1)[CH2:14][CH:15]([CH3:16])[CH3:17])[CH:9]=[CH2:10]. The catalyst is COCCOC.O. The reactants are FC(F)(F)C(O)=O.[CH2:8]([O:11][CH2:12][C@H:13]([NH:18][CH2:19][C@@H:20]([OH:42])[C@@H:21]([NH:31]C(=O)OCC1C=CC=CC=1)[CH2:22][C:23]1[CH:28]=[C:27]([F:29])[CH:26]=[C:25]([F:30])[CH:24]=1)[CH2:14][CH:15]([CH3:17])[CH3:16])[CH:9]=[CH2:10].O.[OH-].[Ba+2].[OH-]. (7) The catalyst is CO.[Pd]. The reactants are [F:1][C:2]([F:33])([F:32])[C:3]1[CH:4]=[C:5]([NH:11][C:12]2[C:21]3[C:16](=[CH:17][CH:18]=[CH:19][CH:20]=3)[C:15]([C:22]3[CH:31]=[CH:30][C:25]([C:26]([O:28][CH3:29])=[O:27])=[CH:24][CH:23]=3)=[N:14][N:13]=2)[CH:6]=[C:7]([CH:9]=[CH2:10])[CH:8]=1. The yield is 0.990. The product is [CH2:9]([C:7]1[CH:6]=[C:5]([NH:11][C:12]2[C:21]3[C:16](=[CH:17][CH:18]=[CH:19][CH:20]=3)[C:15]([C:22]3[CH:23]=[CH:24][C:25]([C:26]([O:28][CH3:29])=[O:27])=[CH:30][CH:31]=3)=[N:14][N:13]=2)[CH:4]=[C:3]([C:2]([F:32])([F:33])[F:1])[CH:8]=1)[CH3:10]. (8) The reactants are [Cl:1][C:2]1[CH:7]=[CH:6][CH:5]=[CH:4][C:3]=1/[C:8](=[N:10]\[NH:11][CH3:12])/[CH3:9].[Cl-].Cl[CH:15]=[N+](C)C.CN(C)[CH:21]=[O:22]. No catalyst specified. The product is [Cl:1][C:2]1[CH:7]=[CH:6][CH:5]=[CH:4][C:3]=1[C:8]1[C:9]([CH:21]=[O:22])=[CH:12][N:11]([CH3:15])[N:10]=1. The yield is 0.410. (9) The reactants are [F:1][C:2]1[CH:7]=[CH:6][C:5]([N:8]2[C:12]([C:13]3[CH:23]=[CH:22][C:16]4[O:17][CH2:18][C:19](=[O:21])[NH:20][C:15]=4[CH:14]=3)=[CH:11][C:10]([C:24]([F:27])([F:26])[F:25])=[N:9]2)=[CH:4][CH:3]=1.[N+:28]([O-])([OH:30])=[O:29].O. The catalyst is C(O)(=O)C. The product is [F:1][C:2]1[CH:7]=[CH:6][C:5]([N:8]2[C:12]([C:13]3[C:23]([N+:28]([O-:30])=[O:29])=[CH:22][C:16]4[O:17][CH2:18][C:19](=[O:21])[NH:20][C:15]=4[CH:14]=3)=[CH:11][C:10]([C:24]([F:27])([F:25])[F:26])=[N:9]2)=[CH:4][CH:3]=1. The yield is 0.640. (10) The reactants are [CH:1]1([C:6]([C:8]2[CH:13]=[CH:12][C:11]([C:14]([F:17])([F:16])[F:15])=[CH:10][CH:9]=2)=O)[CH2:5][CH2:4][CH2:3][CH2:2]1.[CH2:18]([C:29]1[N:33]=[C:32]([C:34]2[CH:41]=[CH:40][C:37]([CH2:38][NH2:39])=[CH:36][CH:35]=2)[O:31][N:30]=1)[CH2:19][CH2:20][CH2:21][CH2:22][CH2:23][CH2:24][CH2:25][CH2:26][CH2:27][CH3:28]. No catalyst specified. The product is [CH:1]1([CH:6]([C:8]2[CH:13]=[CH:12][C:11]([C:14]([F:17])([F:16])[F:15])=[CH:10][CH:9]=2)[NH:39][CH2:38][C:37]2[CH:36]=[CH:35][C:34]([C:32]3[O:31][N:30]=[C:29]([CH2:18][CH2:19][CH2:20][CH2:21][CH2:22][CH2:23][CH2:24][CH2:25][CH2:26][CH2:27][CH3:28])[N:33]=3)=[CH:41][CH:40]=2)[CH2:5][CH2:4][CH2:3][CH2:2]1. The yield is 0.550.